Dataset: Reaction yield outcomes from USPTO patents with 853,638 reactions. Task: Predict the reaction yield, written as a fraction of the theoretical maximum amount of product (1.0 means a 100% yield; for example, 0.34 means a 34% yield). (1) The reactants are [CH2:1]([C:4]1[CH:9]=[C:8]([C:10]2[S:11][CH:12]=[C:13]([C:15]3[CH:20]=[CH:19][C:18]([NH2:21])=[CH:17][CH:16]=3)[N:14]=2)[CH:7]=[CH:6][N:5]=1)[CH2:2][CH3:3].[C:22]([O:26][C:27](O[C:27]([O:26][C:22]([CH3:25])([CH3:24])[CH3:23])=[O:28])=[O:28])([CH3:25])([CH3:24])[CH3:23]. The catalyst is CN(C)C1C=CN=CC=1.C1COCC1. The product is [CH2:1]([C:4]1[CH:9]=[C:8]([C:10]2[S:11][CH:12]=[C:13]([C:15]3[CH:16]=[CH:17][C:18]([NH:21][C:27](=[O:28])[O:26][C:22]([CH3:25])([CH3:24])[CH3:23])=[CH:19][CH:20]=3)[N:14]=2)[CH:7]=[CH:6][N:5]=1)[CH2:2][CH3:3]. The yield is 0.430. (2) The reactants are Cl[C:2]1[C:3](=[O:15])[N:4](C2CCCCO2)[N:5]=[CH:6][C:7]=1Cl.[CH3:16][C:17]1[CH:22]=[CH:21][CH:20]=[CH:19][C:18]=1[OH:23].C[O:25][C:26](=[O:35])[CH:27](Br)[CH2:28][CH:29]1[CH2:33][CH2:32][CH2:31][CH2:30]1. No catalyst specified. The product is [CH:29]1([CH2:28][CH:27]([N:4]2[C:3](=[O:15])[CH:2]=[C:7]([O:23][C:18]3[CH:19]=[CH:20][CH:21]=[CH:22][C:17]=3[CH3:16])[CH:6]=[N:5]2)[C:26]([OH:25])=[O:35])[CH2:33][CH2:32][CH2:31][CH2:30]1. The yield is 0.710. (3) The reactants are C[O:2][C:3](=[O:32])[CH2:4][CH2:5][CH2:6][N:7]1[CH2:11][CH2:10][CH2:9][C@@H:8]1[CH2:12][O:13][C:14]1[CH:19]=[CH:18][C:17]([O:20][C:21]2[CH:26]=[CH:25][C:24]([N:27]3[CH:31]=[CH:30][CH:29]=[N:28]3)=[CH:23][CH:22]=2)=[CH:16][CH:15]=1.O. The catalyst is Cl. The product is [N:27]1([C:24]2[CH:23]=[CH:22][C:21]([O:20][C:17]3[CH:18]=[CH:19][C:14]([O:13][CH2:12][C@H:8]4[CH2:9][CH2:10][CH2:11][N:7]4[CH2:6][CH2:5][CH2:4][C:3]([OH:32])=[O:2])=[CH:15][CH:16]=3)=[CH:26][CH:25]=2)[CH:31]=[CH:30][CH:29]=[N:28]1. The yield is 0.750. (4) The reactants are [F:1][C:2]([F:10])([F:9])[C:3]1[N:4]=[C:5]([NH2:8])[O:6][CH:7]=1.N1C=CC=CC=1.Cl[C:18](OC1C=CC=CC=1)=[O:19].[CH3:27][N:28]1[C:36]2[C:35]([O:37][C:38]3[CH:44]=[CH:43][C:41]([NH2:42])=[CH:40][CH:39]=3)=[N:34][CH:33]=[N:32][C:31]=2[CH:30]=[CH:29]1. The catalyst is CN(C)C(=O)C. The product is [CH3:27][N:28]1[C:36]2[C:35]([O:37][C:38]3[CH:44]=[CH:43][C:41]([NH:42][C:18]([NH:8][C:5]4[O:6][CH:7]=[C:3]([C:2]([F:10])([F:9])[F:1])[N:4]=4)=[O:19])=[CH:40][CH:39]=3)=[N:34][CH:33]=[N:32][C:31]=2[CH:30]=[CH:29]1. The yield is 0.290.